From a dataset of NCI-60 drug combinations with 297,098 pairs across 59 cell lines. Regression. Given two drug SMILES strings and cell line genomic features, predict the synergy score measuring deviation from expected non-interaction effect. (1) Drug 1: CC12CCC3C(C1CCC2=O)CC(=C)C4=CC(=O)C=CC34C. Drug 2: CCN(CC)CCCC(C)NC1=C2C=C(C=CC2=NC3=C1C=CC(=C3)Cl)OC. Cell line: HCT116. Synergy scores: CSS=48.9, Synergy_ZIP=6.28, Synergy_Bliss=7.98, Synergy_Loewe=-3.49, Synergy_HSA=8.98. (2) Drug 1: C1=CC=C(C=C1)NC(=O)CCCCCCC(=O)NO. Drug 2: CC1C(C(CC(O1)OC2CC(CC3=C2C(=C4C(=C3O)C(=O)C5=CC=CC=C5C4=O)O)(C(=O)C)O)N)O. Cell line: 786-0. Synergy scores: CSS=58.6, Synergy_ZIP=3.12, Synergy_Bliss=3.26, Synergy_Loewe=-13.8, Synergy_HSA=4.27. (3) Drug 1: CCC1=CC2CC(C3=C(CN(C2)C1)C4=CC=CC=C4N3)(C5=C(C=C6C(=C5)C78CCN9C7C(C=CC9)(C(C(C8N6C)(C(=O)OC)O)OC(=O)C)CC)OC)C(=O)OC.C(C(C(=O)O)O)(C(=O)O)O. Drug 2: CC(C1=C(C=CC(=C1Cl)F)Cl)OC2=C(N=CC(=C2)C3=CN(N=C3)C4CCNCC4)N. Cell line: SF-268. Synergy scores: CSS=26.1, Synergy_ZIP=0.858, Synergy_Bliss=-0.0589, Synergy_Loewe=-16.2, Synergy_HSA=-1.49. (4) Drug 1: C1C(C(OC1N2C=NC3=C(N=C(N=C32)Cl)N)CO)O. Drug 2: C1CN1C2=NC(=NC(=N2)N3CC3)N4CC4. Cell line: M14. Synergy scores: CSS=56.6, Synergy_ZIP=-0.588, Synergy_Bliss=-0.398, Synergy_Loewe=-10.5, Synergy_HSA=1.65. (5) Drug 1: C1C(C(OC1N2C=C(C(=O)NC2=O)F)CO)O. Drug 2: CC12CCC3C(C1CCC2OP(=O)(O)O)CCC4=C3C=CC(=C4)OC(=O)N(CCCl)CCCl.[Na+]. Cell line: BT-549. Synergy scores: CSS=12.7, Synergy_ZIP=-6.09, Synergy_Bliss=-4.89, Synergy_Loewe=-11.1, Synergy_HSA=-4.16. (6) Drug 1: CC1OCC2C(O1)C(C(C(O2)OC3C4COC(=O)C4C(C5=CC6=C(C=C35)OCO6)C7=CC(=C(C(=C7)OC)O)OC)O)O. Drug 2: C1CNP(=O)(OC1)N(CCCl)CCCl. Cell line: UACC62. Synergy scores: CSS=30.1, Synergy_ZIP=-9.61, Synergy_Bliss=-2.79, Synergy_Loewe=-47.3, Synergy_HSA=-1.82. (7) Drug 1: CC(C1=C(C=CC(=C1Cl)F)Cl)OC2=C(N=CC(=C2)C3=CN(N=C3)C4CCNCC4)N. Drug 2: C1=NC2=C(N=C(N=C2N1C3C(C(C(O3)CO)O)O)F)N. Cell line: HS 578T. Synergy scores: CSS=-1.39, Synergy_ZIP=1.38, Synergy_Bliss=-1.24, Synergy_Loewe=-6.71, Synergy_HSA=-6.75. (8) Drug 1: C1=C(C(=O)NC(=O)N1)F. Drug 2: C1CC(=O)NC(=O)C1N2C(=O)C3=CC=CC=C3C2=O. Cell line: EKVX. Synergy scores: CSS=31.9, Synergy_ZIP=7.71, Synergy_Bliss=10.1, Synergy_Loewe=7.36, Synergy_HSA=8.32. (9) Drug 1: CN1CCC(CC1)COC2=C(C=C3C(=C2)N=CN=C3NC4=C(C=C(C=C4)Br)F)OC. Drug 2: C1=CC(=C2C(=C1NCCNCCO)C(=O)C3=C(C=CC(=C3C2=O)O)O)NCCNCCO. Cell line: TK-10. Synergy scores: CSS=43.4, Synergy_ZIP=4.83, Synergy_Bliss=5.67, Synergy_Loewe=4.73, Synergy_HSA=10.1.